Dataset: Reaction yield outcomes from USPTO patents with 853,638 reactions. Task: Predict the reaction yield, written as a fraction of the theoretical maximum amount of product (1.0 means a 100% yield; for example, 0.34 means a 34% yield). (1) The reactants are C[Al](C)C.[CH3:5][O:6][C:7]1[CH:8]=[C:9]([CH2:15][CH2:16][C:17]2[CH:18]=[C:19]([NH2:22])[NH:20][N:21]=2)[CH:10]=[C:11]([O:13][CH3:14])[CH:12]=1.[CH3:23][CH:24]([N:26]1[CH2:32][CH2:31][CH2:30][N:29]([C:33]2[S:37][C:36]([C:38](OCC)=[O:39])=[CH:35][CH:34]=2)[CH2:28][CH2:27]1)[CH3:25].CO. The catalyst is C1(C)C=CC=CC=1. The product is [CH3:14][O:13][C:11]1[CH:10]=[C:9]([CH2:15][CH2:16][C:17]2[CH:18]=[C:19]([NH:22][C:38]([C:36]3[S:37][C:33]([N:29]4[CH2:30][CH2:31][CH2:32][N:26]([CH:24]([CH3:25])[CH3:23])[CH2:27][CH2:28]4)=[CH:34][CH:35]=3)=[O:39])[NH:20][N:21]=2)[CH:8]=[C:7]([O:6][CH3:5])[CH:12]=1. The yield is 0.410. (2) The reactants are [CH2:1]([O:3][C:4]1[NH:9][C:8](=[O:10])[CH:7]=[C:6]([CH3:11])[N:5]=1)[CH3:2].Br[CH2:13][C:14]1[CH:19]=[CH:18][C:17]([C:20]2[C:21]([C:26]#[N:27])=[CH:22][CH:23]=[CH:24][CH:25]=2)=[CH:16][CH:15]=1.C(=O)([O-])[O-].[K+].[K+]. The catalyst is C(#N)C. The product is [CH2:1]([O:3][C:4]1[N:9]([CH2:13][C:14]2[CH:15]=[CH:16][C:17]([C:20]3[C:21]([C:26]#[N:27])=[CH:22][CH:23]=[CH:24][CH:25]=3)=[CH:18][CH:19]=2)[C:8](=[O:10])[CH:7]=[C:6]([CH3:11])[N:5]=1)[CH3:2]. The yield is 0.560. (3) The reactants are [Cl:1][CH2:2][C:3]([C:5]1[CH:10]=[CH:9][CH:8]=[CH:7][CH:6]=1)=[O:4].[F:11][C:12]1([F:36])[CH2:17][CH2:16][N:15]([CH:18]([C:30]2[CH:35]=[CH:34][CH:33]=[CH:32][CH:31]=2)[C:19]([O:21][C@@H:22]2[CH:27]3[CH2:28][CH2:29][N:24]([CH2:25][CH2:26]3)[CH2:23]2)=[O:20])[CH2:14][CH2:13]1. The catalyst is C(OCC)(=O)C. The product is [Cl-:1].[F:36][C:12]1([F:11])[CH2:17][CH2:16][N:15]([CH:18]([C:30]2[CH:35]=[CH:34][CH:33]=[CH:32][CH:31]=2)[C:19]([O:21][C@@H:22]2[CH:27]3[CH2:26][CH2:25][N+:24]([CH2:2][C:3](=[O:4])[C:5]4[CH:10]=[CH:9][CH:8]=[CH:7][CH:6]=4)([CH2:29][CH2:28]3)[CH2:23]2)=[O:20])[CH2:14][CH2:13]1. The yield is 0.780.